Task: Predict the product of the given reaction.. Dataset: Forward reaction prediction with 1.9M reactions from USPTO patents (1976-2016) (1) Given the reactants [C:1]1([C:7]2[N:11]([C:12]3[CH:17]=[CH:16][CH:15]=[CH:14][C:13]=3[F:18])[N:10]=[N:9][C:8]=2[C:19]([OH:21])=O)[CH:6]=[CH:5][CH:4]=[CH:3][CH:2]=1.[NH2:22][C:23](=[N:41]O)[C:24]1[CH:29]=[CH:28][C:27]([CH2:30][CH2:31][C:32]([O:34][C:35]([CH3:38])([CH3:37])[CH3:36])=[O:33])=[CH:26][C:25]=1[O:39][CH3:40], predict the reaction product. The product is: [F:18][C:13]1[CH:14]=[CH:15][CH:16]=[CH:17][C:12]=1[N:11]1[C:7]([C:1]2[CH:2]=[CH:3][CH:4]=[CH:5][CH:6]=2)=[C:8]([C:19]2[O:21][N:41]=[C:23]([C:24]3[CH:29]=[CH:28][C:27]([CH2:30][CH2:31][C:32]([O:34][C:35]([CH3:36])([CH3:38])[CH3:37])=[O:33])=[CH:26][C:25]=3[O:39][CH3:40])[N:22]=2)[N:9]=[N:10]1. (2) Given the reactants Cl[C:2]1[N:10]=[C:9]([F:11])[N:8]=[C:7]2[C:3]=1[N:4]=[CH:5][NH:6]2.CCN(C(C)C)C(C)C.Cl.[F:22][C:23]1([F:28])[CH2:27][CH2:26][NH:25][CH2:24]1, predict the reaction product. The product is: [F:22][C:23]1([F:28])[CH2:27][CH2:26][N:25]([C:2]2[N:10]=[C:9]([F:11])[N:8]=[C:7]3[C:3]=2[N:4]=[CH:5][NH:6]3)[CH2:24]1. (3) The product is: [F:18][C:13]1[CH:14]=[CH:15][CH:16]=[CH:17][C:12]=1[CH:7]1[C:6]2[CH:19]=[C:2]([C:23]3[CH:24]=[CH:25][N:20]=[CH:21][CH:22]=3)[CH:3]=[CH:4][C:5]=2[NH:11][CH2:10][CH2:9][NH:8]1. Given the reactants Br[C:2]1[CH:3]=[CH:4][C:5]2[NH:11][CH2:10][CH2:9][NH:8][CH:7]([C:12]3[CH:17]=[CH:16][CH:15]=[CH:14][C:13]=3[F:18])[C:6]=2[CH:19]=1.[N:20]1[CH:25]=[CH:24][C:23](B(O)O)=[CH:22][CH:21]=1.C(=O)([O-])[O-].[K+].[K+].CN(C)C=O, predict the reaction product. (4) Given the reactants [NH:1]([C:3]([CH:5]1[CH2:8][N:7]([C:9]([O:11][CH2:12][C:13]2[CH:18]=[CH:17][CH:16]=[CH:15][CH:14]=2)=[O:10])[CH2:6]1)=[O:4])[NH2:2].[C:19]([O:23][C:24]([N:26]1[CH2:31][CH2:30][CH2:29][CH:28]([C:32]2[CH:37]=[CH:36][CH:35]=[CH:34][CH:33]=2)[CH:27]1[C:38](O)=[O:39])=[O:25])([CH3:22])([CH3:21])[CH3:20].Cl.CN(C)CCCN=C=NCC.ON1C2N=CC=CC=2N=N1.S([O-])(O)(=O)=O.[K+], predict the reaction product. The product is: [CH2:12]([O:11][C:9]([N:7]1[CH2:8][CH:5]([C:3]([NH:1][NH:2][C:38]([CH:27]2[CH:28]([C:32]3[CH:37]=[CH:36][CH:35]=[CH:34][CH:33]=3)[CH2:29][CH2:30][CH2:31][N:26]2[C:24]([O:23][C:19]([CH3:22])([CH3:21])[CH3:20])=[O:25])=[O:39])=[O:4])[CH2:6]1)=[O:10])[C:13]1[CH:18]=[CH:17][CH:16]=[CH:15][CH:14]=1. (5) Given the reactants C([O:8][N:9]1[C:12](=[O:13])[C@@H:11]([NH:14][C:15](=[O:21])[O:16][C:17]([CH3:20])([CH3:19])[CH3:18])[C:10]1([CH3:23])[CH3:22])C1C=CC=CC=1.[H][H], predict the reaction product. The product is: [OH:8][N:9]1[C:12](=[O:13])[C@@H:11]([NH:14][C:15](=[O:21])[O:16][C:17]([CH3:19])([CH3:18])[CH3:20])[C:10]1([CH3:23])[CH3:22]. (6) Given the reactants [NH:1]1[CH2:6][CH2:5][CH:4]([CH2:7][O:8][C:9]2[CH:18]=[CH:17][CH:16]=[C:15]3[C:10]=2[C:11]([NH2:20])=[N:12][C:13]([NH2:19])=[N:14]3)[CH2:3][CH2:2]1.[F:21][C:22]1[CH:30]=[C:29]([F:31])[CH:28]=[CH:27][C:23]=1[C:24](Cl)=[O:25], predict the reaction product. The product is: [NH2:19][C:13]1[N:12]=[C:11]([NH2:20])[C:10]2[C:15](=[CH:16][CH:17]=[CH:18][C:9]=2[O:8][CH2:7][CH:4]2[CH2:5][CH2:6][N:1]([C:24]([C:23]3[CH:27]=[CH:28][C:29]([F:31])=[CH:30][C:22]=3[F:21])=[O:25])[CH2:2][CH2:3]2)[N:14]=1. (7) Given the reactants [Cl:1][C:2]1[CH:3]=[CH:4][CH:5]=[C:6]2[C:11]=1[C:10]([O:12][C@H:13]1[CH2:17][CH2:16][N:15]([C:18]([O:20][C:21]([CH3:24])([CH3:23])[CH3:22])=[O:19])[CH2:14]1)=[N:9][C:8]([C:25]#[N:26])=[CH:7]2.[NH2:27][NH2:28].O, predict the reaction product. The product is: [Cl:1][C:2]1[CH:3]=[CH:4][CH:5]=[C:6]2[C:11]=1[C:10]([O:12][C@H:13]1[CH2:17][CH2:16][N:15]([C:18]([O:20][C:21]([CH3:23])([CH3:22])[CH3:24])=[O:19])[CH2:14]1)=[N:9][C:8]([C:25]([NH:27][NH2:28])=[NH:26])=[CH:7]2.